Dataset: Full USPTO retrosynthesis dataset with 1.9M reactions from patents (1976-2016). Task: Predict the reactants needed to synthesize the given product. (1) Given the product [CH:1]([NH:4][C:5]([C:7]1[C:15]2[C:10](=[N:11][CH:12]=[C:13]([C:16]3[C:24]4[C:19](=[CH:20][CH:21]=[C:22]([OH:25])[CH:23]=4)[N:18]([CH3:33])[N:17]=3)[N:14]=2)[NH:9][CH:8]=1)=[O:6])([CH3:3])[CH3:2], predict the reactants needed to synthesize it. The reactants are: [CH:1]([NH:4][C:5]([C:7]1[C:15]2[C:10](=[N:11][CH:12]=[C:13]([C:16]3[C:24]4[C:19](=[CH:20][CH:21]=[C:22]([O:25][Si](C(C)(C)C)(C)C)[CH:23]=4)[N:18]([CH3:33])[N:17]=3)[N:14]=2)[NH:9][CH:8]=1)=[O:6])([CH3:3])[CH3:2].[F-].C([N+](CCCC)(CCCC)CCCC)CCC. (2) Given the product [F:20][C:15]1[CH:16]=[CH:17][CH:18]=[CH:19][C:14]=1[N:10]1[C:11]([I:13])=[CH:12][C:8]([NH2:3])=[N:9]1, predict the reactants needed to synthesize it. The reactants are: CC1[N:3]([C:8]2[CH:12]=[C:11]([I:13])[N:10]([C:14]3[CH:19]=[CH:18][CH:17]=[CH:16][C:15]=3[F:20])[N:9]=2)C(C)=CC=1.[Cl-].O[NH3+].C(N(CC)CC)C. (3) The reactants are: Br[C:2]1[CH:3]=[C:4]([CH:8]2[CH2:17][C:16]([CH3:19])([CH3:18])[C:15]3[C:10](=[CH:11][CH:12]=[C:13]([C:20]#[N:21])[CH:14]=3)[N:9]2[CH3:22])[CH:5]=[CH:6][CH:7]=1.[NH2:23][C:24]([CH3:29])([CH3:28])[C:25]([OH:27])=[O:26].C(=O)([O-])[O-].[K+].[K+]. Given the product [C:20]([C:13]1[CH:14]=[C:15]2[C:10](=[CH:11][CH:12]=1)[N:9]([CH3:22])[CH:8]([C:4]1[CH:3]=[C:2]([NH:23][C:24]([CH3:29])([CH3:28])[C:25]([OH:27])=[O:26])[CH:7]=[CH:6][CH:5]=1)[CH2:17][C:16]2([CH3:19])[CH3:18])#[N:21], predict the reactants needed to synthesize it.